From a dataset of Reaction yield outcomes from USPTO patents with 853,638 reactions. Predict the reaction yield, written as a fraction of the theoretical maximum amount of product (1.0 means a 100% yield; for example, 0.34 means a 34% yield). (1) The reactants are [Br:1][C:2]1[CH:11]=[CH:10][C:5]([C:6]([NH:8][NH2:9])=[O:7])=[CH:4][CH:3]=1.[C:12](Cl)(=[O:19])[C:13]1[CH:18]=[CH:17][CH:16]=[CH:15][CH:14]=1. The catalyst is CN1CCCC1=O. The product is [C:12]([NH:9][NH:8][C:6](=[O:7])[C:5]1[CH:10]=[CH:11][C:2]([Br:1])=[CH:3][CH:4]=1)(=[O:19])[C:13]1[CH:18]=[CH:17][CH:16]=[CH:15][CH:14]=1. The yield is 0.800. (2) The reactants are Cl.[F:2][C:3]1([F:8])[CH2:7][CH2:6][NH:5][CH2:4]1.CCN(C(C)C)C(C)C.Cl[CH2:19][CH2:20][S:21](Cl)(=[O:23])=[O:22]. The catalyst is CC#N.CCOCC. The product is [F:2][C:3]1([F:8])[CH2:7][CH2:6][N:5]([S:21]([CH:20]=[CH2:19])(=[O:23])=[O:22])[CH2:4]1. The yield is 0.270. (3) The reactants are [CH3:1][O:2][C:3]1[CH:8]=[CH:7][CH:6]=[CH:5][C:4]=1[N:9]1[CH2:14][CH2:13][N:12]([CH2:15][CH2:16][C:17]([NH:19][NH:20][C:21]([NH:23][C:24]2[CH:29]=[CH:28][CH:27]=[CH:26][CH:25]=2)=[O:22])=O)[CH2:11][CH2:10]1.Cl. The catalyst is [OH-].[Na+]. The product is [CH3:1][O:2][C:3]1[CH:8]=[CH:7][CH:6]=[CH:5][C:4]=1[N:9]1[CH2:14][CH2:13][N:12]([CH2:15][CH2:16][C:17]2[N:23]([C:24]3[CH:29]=[CH:28][CH:27]=[CH:26][CH:25]=3)[C:21](=[O:22])[NH:20][N:19]=2)[CH2:11][CH2:10]1. The yield is 0.840. (4) The reactants are [C:1]([C:5]1[CH:6]=[C:7]([NH:11][C:12](=[O:20])[C:13]2[CH:18]=[CH:17][CH:16]=[N:15][C:14]=2Cl)[CH:8]=[CH:9][CH:10]=1)([CH3:4])([CH3:3])[CH3:2].[F:21][C:22]1[CH:23]=[C:24](B(O)O)[CH:25]=[CH:26][CH:27]=1.C1(C)C=CC=CC=1.C(=O)([O-])[O-].[K+].[K+]. The catalyst is O.CCOC(C)=O.C1C=CC(P(C2C=CC=CC=2)C2C=CC=CC=2)=CC=1.C1C=CC(P(C2C=CC=CC=2)C2C=CC=CC=2)=CC=1.C1C=CC(P(C2C=CC=CC=2)C2C=CC=CC=2)=CC=1.C1C=CC(P(C2C=CC=CC=2)C2C=CC=CC=2)=CC=1.[Pd]. The product is [C:1]([C:5]1[CH:6]=[C:7]([NH:11][C:12](=[O:20])[C:13]2[CH:18]=[CH:17][CH:16]=[N:15][C:14]=2[C:26]2[CH:25]=[CH:24][CH:23]=[C:22]([F:21])[CH:27]=2)[CH:8]=[CH:9][CH:10]=1)([CH3:4])([CH3:3])[CH3:2]. The yield is 0.990. (5) The reactants are C1(P(C2C=CC=CC=2)C2C=CC=CC=2)C=CC=CC=1.[NH:20]1[CH2:25][CH2:24][CH2:23][CH2:22][CH:21]1[CH:26](O)[CH3:27].CCOC(/N=N/C(OCC)=O)=O.O1CCCCC1[N:47]1[C:55]2[C:50](=[CH:51][C:52]([C:56]3[N:60]=[CH:59][N:58](C(C4C=CC=CC=4)(C4C=CC=CC=4)C4C=CC=CC=4)[N:57]=3)=[CH:53][CH:54]=2)[C:49]([C:80]2[CH:81]=[C:82]([OH:86])[CH:83]=[CH:84][CH:85]=2)=[N:48]1.Cl. The catalyst is O1CCCC1. The product is [NH:57]1[C:56]([C:52]2[CH:51]=[C:50]3[C:55](=[CH:54][CH:53]=2)[NH:47][N:48]=[C:49]3[C:80]2[CH:85]=[CH:84][CH:83]=[C:82]([O:86][CH2:27][CH2:26][CH:21]3[CH2:22][CH2:23][CH2:24][CH2:25][NH:20]3)[CH:81]=2)=[N:60][CH:59]=[N:58]1. The yield is 0.480. (6) The reactants are [H-].[Na+].[O:3]=[C:4]1[C@@H:8]([NH:9][C:10](=[O:16])[O:11][C:12]([CH3:15])([CH3:14])[CH3:13])[CH2:7][CH2:6][NH:5]1.[CH2:17](I)[CH3:18]. The catalyst is C1COCC1.CN(C=O)C.CCOC(C)=O. The product is [CH2:17]([N:5]1[CH2:6][CH2:7][C@H:8]([NH:9][C:10](=[O:16])[O:11][C:12]([CH3:13])([CH3:15])[CH3:14])[C:4]1=[O:3])[CH3:18]. The yield is 0.480. (7) The reactants are [NH2:1][C:2]1[C:7]([C:8](=[O:10])[NH2:9])=[CH:6][CH:5]=[CH:4][C:3]=1[NH:11][C:12]([C:14]1[S:15][C:16]([C:19](=[O:21])[CH3:20])=[CH:17][CH:18]=1)=O.C(O)(=O)C. The catalyst is CN(C=O)C. The product is [C:19]([C:16]1[S:15][C:14]([C:12]2[NH:11][C:3]3[CH:4]=[CH:5][CH:6]=[C:7]([C:8]([NH2:9])=[O:10])[C:2]=3[N:1]=2)=[CH:18][CH:17]=1)(=[O:21])[CH3:20]. The yield is 0.950. (8) The reactants are [Cl:1][C:2]1[CH:3]=[C:4]([C:8]2[C:9]([O:17][CH3:18])=[N:10][C:11]([CH3:16])=[C:12]([CH:15]=2)[CH:13]=O)[CH:5]=[CH:6][CH:7]=1.[Cl:19]C1C=C(C2C(OC)=NC(C)=C(C=2)C#N)C=CC=1.[H-].C([Al+]CC(C)C)C(C)C. The catalyst is C(Cl)Cl. The product is [Cl:19][CH2:13][C:12]1[C:11]([CH3:16])=[N:10][C:9]([O:17][CH3:18])=[C:8]([C:4]2[CH:5]=[CH:6][CH:7]=[C:2]([Cl:1])[CH:3]=2)[CH:15]=1. The yield is 0.720.